Dataset: Forward reaction prediction with 1.9M reactions from USPTO patents (1976-2016). Task: Predict the product of the given reaction. (1) Given the reactants C[O:2][C:3]1[CH:12]=[C:11]2[C:6]([C@H:7]([C:25]3[CH:30]=[CH:29][C:28]([O:31][CH2:32][CH2:33][N:34]4[CH2:38][CH2:37][CH2:36][CH2:35]4)=[CH:27][CH:26]=3)[C@H:8]([C:13]3[CH:18]=[CH:17][C:16]([C:19]4[CH:24]=[CH:23][CH:22]=[CH:21][CH:20]=4)=[CH:15][CH:14]=3)[CH2:9][O:10]2)=[CH:5][CH:4]=1.Cl.N1C=CC=CC=1, predict the reaction product. The product is: [OH:2][C:3]1[CH:12]=[C:11]2[C:6]([C@H:7]([C:25]3[CH:30]=[CH:29][C:28]([O:31][CH2:32][CH2:33][N:34]4[CH2:38][CH2:37][CH2:36][CH2:35]4)=[CH:27][CH:26]=3)[C@H:8]([C:13]3[CH:14]=[CH:15][C:16]([C:19]4[CH:24]=[CH:23][CH:22]=[CH:21][CH:20]=4)=[CH:17][CH:18]=3)[CH2:9][O:10]2)=[CH:5][CH:4]=1. (2) Given the reactants [C:1](=[N:6][CH:7]([CH3:9])[CH3:8])=[N:2][CH:3]([CH3:5])[CH3:4].[CH3:10][C:11]([OH:14])([CH3:13])[CH3:12], predict the reaction product. The product is: [CH:3]([NH:2]/[C:1](=[N:6]\[CH:7]([CH3:9])[CH3:8])/[O:14][C:11]([CH3:13])([CH3:12])[CH3:10])([CH3:5])[CH3:4]. (3) Given the reactants [Br:1][C:2]1[CH:3]=[C:4]([C:8]([O:10][CH3:11])=[O:9])[O:5][C:6]=1Br.[C:12]1(P(C2C=CC=CC=2)C2C=CC=CC=2)C=CC=CC=1.C[Zn]Cl.[Cl-].[NH4+], predict the reaction product. The product is: [Br:1][C:2]1[CH:3]=[C:4]([C:8]([O:10][CH3:11])=[O:9])[O:5][C:6]=1[CH3:12]. (4) Given the reactants [H-].[Na+].[I-].[CH3:4][S+](C)(C)=O.[C:9]([O:13][C:14]([N:16]([CH2:18][C:19]1[CH:24]=[C:23]([NH:25][C:26]([O:28][C:29]([CH3:32])([CH3:31])[CH3:30])=[O:27])[CH:22]=[CH:21][C:20]=1[C:33](=[CH2:39])[C:34]([O:36][CH2:37][CH3:38])=[O:35])[CH3:17])=[O:15])([CH3:12])([CH3:11])[CH3:10], predict the reaction product. The product is: [C:9]([O:13][C:14]([N:16]([CH2:18][C:19]1[CH:24]=[C:23]([NH:25][C:26]([O:28][C:29]([CH3:30])([CH3:31])[CH3:32])=[O:27])[CH:22]=[CH:21][C:20]=1[C:33]1([C:34]([O:36][CH2:37][CH3:38])=[O:35])[CH2:4][CH2:39]1)[CH3:17])=[O:15])([CH3:12])([CH3:10])[CH3:11]. (5) Given the reactants C[O:2][C:3]1[C:8]2[C:9](=[O:20])[O:10][CH2:11][CH2:12][CH2:13][CH:14]=[CH:15][CH2:16][CH2:17][CH2:18][O:19][C:7]=2[CH:6]=[C:5]([O:21][CH3:22])[CH:4]=1.[S-]CC.[Na+].O, predict the reaction product. The product is: [OH:2][C:3]1[C:8]2[C:9](=[O:20])[O:10][CH2:11][CH2:12][CH2:13][CH:14]=[CH:15][CH2:16][CH2:17][CH2:18][O:19][C:7]=2[CH:6]=[C:5]([O:21][CH3:22])[CH:4]=1. (6) The product is: [CH2:1]([C:3]1[CH:8]=[CH:7][C:6]([C:9](=[O:12])[CH2:10][CH3:11])=[CH:5][CH:4]=1)[CH3:2]. Given the reactants [CH2:1]([C:3]1[CH:8]=[CH:7][CH:6]=[CH:5][CH:4]=1)[CH3:2].[C:9](Cl)(=[O:12])[CH2:10][CH3:11].[Al+3].[Cl-].[Cl-].[Cl-], predict the reaction product. (7) Given the reactants [OH:1][CH2:2][C:3]([CH2:7][OH:8])([CH2:5][OH:6])[CH3:4].CO[C:11]([CH3:13])=[CH2:12], predict the reaction product. The product is: [CH3:4][C:3]1([CH2:7][OH:8])[CH2:5][O:6][C:11]([CH3:13])([CH3:12])[O:1][CH2:2]1. (8) Given the reactants [Cl:1][CH2:2][C:3]1[CH:11]=[CH:10][C:6]([C:7]([OH:9])=O)=[CH:5][CH:4]=1.[N:12]1[CH:17]=[CH:16][CH:15]=[CH:14][C:13]=1[NH2:18].ClC1C=CC(Cl)=CC=1OCC1C=C(C=CC=1)C(NC1C=NN(CC2C=CC(F)=CC=2)C=1)=O, predict the reaction product. The product is: [Cl:1][CH2:2][C:3]1[CH:4]=[CH:5][C:6]([C:7]([NH:18][C:13]2[CH:14]=[CH:15][CH:16]=[CH:17][N:12]=2)=[O:9])=[CH:10][CH:11]=1.